The task is: Predict the product of the given reaction.. This data is from Forward reaction prediction with 1.9M reactions from USPTO patents (1976-2016). (1) Given the reactants [C:1]([NH:4][C:5]1[S:9][C:8]2[C:10]([O:15][CH2:16][CH2:17][N:18]([CH2:21][CH3:22])[CH2:19][CH3:20])=[C:11](Br)[CH:12]=[CH:13][C:7]=2[C:6]=1[C:23]([O:25][CH2:26][CH3:27])=[O:24])(=[O:3])[CH3:2].[F:28][C:29]1[CH:34]=[CH:33][C:32](B(O)O)=[CH:31][CH:30]=1.P([O-])([O-])([O-])=O.[K+].[K+].[K+], predict the reaction product. The product is: [C:1]([NH:4][C:5]1[S:9][C:8]2[C:10]([O:15][CH2:16][CH2:17][N:18]([CH2:21][CH3:22])[CH2:19][CH3:20])=[C:11]([C:32]3[CH:33]=[CH:34][C:29]([F:28])=[CH:30][CH:31]=3)[CH:12]=[CH:13][C:7]=2[C:6]=1[C:23]([O:25][CH2:26][CH3:27])=[O:24])(=[O:3])[CH3:2]. (2) Given the reactants O.[OH-].[Li+].C(OP([CH:12]1[C:21](=[O:22])[N:20]2[C@H:15]([CH2:16][CH2:17][CH2:18][C@H:19]2[C:23]2[CH:28]=[CH:27][C:26]([O:29][CH3:30])=[CH:25][CH:24]=2)[CH2:14][CH2:13]1)(=O)OCC)C.[CH3:31][O:32][C:33]1[CH:34]=[C:35]([CH:38]=[CH:39][C:40]=1[N:41]1[CH:45]=[C:44]([CH3:46])[N:43]=[CH:42]1)[CH:36]=O.C(OCC)(=O)C, predict the reaction product. The product is: [CH3:31][O:32][C:33]1[CH:34]=[C:35]([CH:38]=[CH:39][C:40]=1[N:41]1[CH:45]=[C:44]([CH3:46])[N:43]=[CH:42]1)/[CH:36]=[C:12]1\[CH2:13][CH2:14][C@H:15]2[N:20]([C:21]\1=[O:22])[C@@H:19]([C:23]1[CH:24]=[CH:25][C:26]([O:29][CH3:30])=[CH:27][CH:28]=1)[CH2:18][CH2:17][CH2:16]2.